Dataset: Full USPTO retrosynthesis dataset with 1.9M reactions from patents (1976-2016). Task: Predict the reactants needed to synthesize the given product. (1) Given the product [OH:8][N:9]1[C:14]2[N:15]=[CH:16][N:17]=[C:18]([CH3:19])[C:13]=2[C:12]([NH:20][CH2:21][C:22]2[CH:27]=[CH:26][CH:25]=[CH:24][C:23]=2[C:28]([F:31])([F:30])[F:29])=[CH:11][C:10]1=[O:32], predict the reactants needed to synthesize it. The reactants are: C([O:8][N:9]1[C:14]2[N:15]=[CH:16][N:17]=[C:18]([CH3:19])[C:13]=2[C:12]([NH:20][CH2:21][C:22]2[CH:27]=[CH:26][CH:25]=[CH:24][C:23]=2[C:28]([F:31])([F:30])[F:29])=[CH:11][C:10]1=[O:32])C1C=CC=CC=1.[H][H]. (2) Given the product [CH:3]1([C:6]2[CH:11]=[C:10]([CH2:12][N:13]3[CH2:16][C:15]4([CH2:20][C:19]([C@H:21]5[CH2:22][CH2:23][C@H:24]([C:27]([OH:29])=[O:28])[CH2:25][CH2:26]5)=[N:18][O:17]4)[CH2:14]3)[C:9]([O:31][CH3:32])=[CH:8][C:7]=2[C:33]2[CH:38]=[CH:37][C:36]([F:39])=[CH:35][CH:34]=2)[CH2:5][CH2:4]1, predict the reactants needed to synthesize it. The reactants are: [OH-].[Na+].[CH:3]1([C:6]2[CH:11]=[C:10]([CH2:12][N:13]3[CH2:16][C:15]4([CH2:20][C:19]([C@H:21]5[CH2:26][CH2:25][C@H:24]([C:27]([O:29]C)=[O:28])[CH2:23][CH2:22]5)=[N:18][O:17]4)[CH2:14]3)[C:9]([O:31][CH3:32])=[CH:8][C:7]=2[C:33]2[CH:38]=[CH:37][C:36]([F:39])=[CH:35][CH:34]=2)[CH2:5][CH2:4]1. (3) Given the product [Br:1][C:2]1[CH:10]=[C:6]([NH:30][C:33](=[O:18])[O:42][CH2:35][C:36]2[CH:41]=[CH:40][CH:39]=[CH:38][CH:37]=2)[CH:5]=[N:4][CH:3]=1, predict the reactants needed to synthesize it. The reactants are: [Br:1][C:2]1[CH:3]=[N:4][CH:5]=[C:6]([CH:10]=1)C(O)=O.C1(P(N=[N+]=[N-])(C2C=CC=CC=2)=[O:18])C=CC=CC=1.CC[N:30]([CH2:33]C)CC.[CH2:35]([OH:42])[C:36]1[CH:41]=[CH:40][CH:39]=[CH:38][CH:37]=1.